Dataset: Catalyst prediction with 721,799 reactions and 888 catalyst types from USPTO. Task: Predict which catalyst facilitates the given reaction. (1) Reactant: [Br:1][C:2]1[CH:7]=[CH:6][C:5]([S:8]([C:11]2[CH:12]=[CH:13][C:14](Cl)=[N:15][CH:16]=2)(=[O:10])=[O:9])=[CH:4][CH:3]=1.[NH4+:18].[OH-]. Product: [Br:1][C:2]1[CH:7]=[CH:6][C:5]([S:8]([C:11]2[CH:12]=[CH:13][C:14]([NH2:18])=[N:15][CH:16]=2)(=[O:10])=[O:9])=[CH:4][CH:3]=1. The catalyst class is: 14. (2) Reactant: [Mg:1].[CH3:2][C:3]1[CH:4]=[N:5][C:6]([CH2:12][S+:13]([O-:25])[C:14]2[NH:15][C:16]3[CH:17]=[CH:18][C:19]([O:23][CH3:24])=[CH:20][C:21]=3[N:22]=2)=[C:7]([CH3:11])[C:8]=1[O:9][CH3:10]. Product: [CH3:2][C:3]1[CH:4]=[N:5][C:6]([CH2:12][S+:13]([O-:25])[C:14]2[N-:15][C:16]3[CH:17]=[CH:18][C:19]([O:23][CH3:24])=[CH:20][C:21]=3[N:22]=2)=[C:7]([CH3:11])[C:8]=1[O:9][CH3:10].[CH3:2][C:3]1[CH:4]=[N:5][C:6]([CH2:12][S+:13]([O-:25])[C:14]2[N-:15][C:16]3[CH:17]=[CH:18][C:19]([O:23][CH3:24])=[CH:20][C:21]=3[N:22]=2)=[C:7]([CH3:11])[C:8]=1[O:9][CH3:10].[Mg+2:1]. The catalyst class is: 6. (3) Reactant: [NH2:1][C:2]1[C:3]([C:15]([NH2:17])=[O:16])=[CH:4][C:5]2[C:13]3[C:8](=[CH:9][CH:10]=[CH:11][CH:12]=3)[NH:7][C:6]=2[N:14]=1.C(=O)([O-])[O-].[Cs+].[Cs+].I[CH2:25][C:26]1([NH:29][C:30](=[O:36])[O:31][C:32]([CH3:35])([CH3:34])[CH3:33])[CH2:28][CH2:27]1. Product: [NH2:1][C:2]1[C:3]([C:15]([NH2:17])=[O:16])=[CH:4][C:5]2[C:13]3[C:8](=[CH:9][CH:10]=[CH:11][CH:12]=3)[N:7]([CH2:25][C:26]3([NH:29][C:30](=[O:36])[O:31][C:32]([CH3:35])([CH3:34])[CH3:33])[CH2:27][CH2:28]3)[C:6]=2[N:14]=1. The catalyst class is: 42. (4) Reactant: [CH2:1]([O:3][C:4]1[CH:5]=[C:6]([CH:30]=[C:31]([O:34][CH2:35][CH3:36])[C:32]=1F)[CH2:7][N:8]1[CH2:13][CH2:12][CH:11]([NH:14][C:15]2[O:16][C:17]3[CH:23]=[CH:22][C:21]([O:24][CH2:25][CH2:26][CH2:27][O:28][CH3:29])=[CH:20][C:18]=3[N:19]=2)[CH2:10][CH2:9]1)[CH3:2].C(OC1C=C(C=O)C=C(OCC)C=1[C:51]1[CH:56]=[CH:55][C:54]([F:57])=[CH:53][CH:52]=1)C.C([BH3-])#N.[Na+].C(N(C(C)C)C(C)C)C. Product: [CH2:35]([O:34][C:31]1[CH:30]=[C:6]([CH2:7][N:8]2[CH2:13][CH2:12][CH:11]([NH:14][C:15]3[O:16][C:17]4[CH:23]=[CH:22][C:21]([O:24][CH2:25][CH2:26][CH2:27][O:28][CH3:29])=[CH:20][C:18]=4[N:19]=3)[CH2:10][CH2:9]2)[CH:5]=[C:4]([O:3][CH2:1][CH3:2])[C:32]=1[C:51]1[CH:56]=[CH:55][C:54]([F:57])=[CH:53][CH:52]=1)[CH3:36]. The catalyst class is: 212. (5) Reactant: CS(C)=O.C(Cl)(=O)C(Cl)=O.[N:11]1[S:12][CH:13]=[C:14]2[C:19]([CH2:20][OH:21])=[CH:18][CH:17]=[CH:16][C:15]=12.C(N(CC)CC)C. Product: [N:11]1[S:12][CH:13]=[C:14]2[C:19]([CH:20]=[O:21])=[CH:18][CH:17]=[CH:16][C:15]=12. The catalyst class is: 4. (6) Reactant: [CH2:1]([O:8][C:9]([N:11]([CH2:16][CH2:17][C:18]([NH2:20])=[O:19])[CH2:12][CH2:13][CH2:14]O)=[O:10])[C:2]1[CH:7]=[CH:6][CH:5]=[CH:4][CH:3]=1.C(Br)(Br)(Br)[Br:22].C1(P(C2C=CC=CC=2)C2C=CC=CC=2)C=CC=CC=1.O. Product: [CH2:1]([O:8][C:9]([N:11]([CH2:16][CH2:17][C:18]([NH2:20])=[O:19])[CH2:12][CH2:13][CH2:14][Br:22])=[O:10])[C:2]1[CH:7]=[CH:6][CH:5]=[CH:4][CH:3]=1. The catalyst class is: 4.